This data is from Full USPTO retrosynthesis dataset with 1.9M reactions from patents (1976-2016). The task is: Predict the reactants needed to synthesize the given product. (1) Given the product [F:1][C:2]1[C:7]([F:8])=[CH:6][C:5]([CH:9]2[C:17]3[C:12](=[CH:13][CH:14]=[CH:15][CH:16]=3)[N:11]([CH:18]([C:25]3[CH:26]=[CH:27][CH:28]=[CH:29][CH:30]=3)[C:19]3[CH:24]=[CH:23][CH:22]=[CH:21][CH:20]=3)[C:10]2=[O:31])=[C:4]([OH:33])[CH:3]=1, predict the reactants needed to synthesize it. The reactants are: [F:1][C:2]1[C:7]([F:8])=[CH:6][C:5]([C:9]2(O)[C:17]3[C:12](=[CH:13][CH:14]=[CH:15][CH:16]=3)[N:11]([CH:18]([C:25]3[CH:30]=[CH:29][CH:28]=[CH:27][CH:26]=3)[C:19]3[CH:24]=[CH:23][CH:22]=[CH:21][CH:20]=3)[C:10]2=[O:31])=[C:4]([OH:33])[CH:3]=1.C([SiH](CC)CC)C. (2) Given the product [CH3:1][O:2][C:3]1[CH:4]=[C:5]([CH:8]=[CH:9][C:10]=1[O:11][CH3:12])[CH2:6][Br:14], predict the reactants needed to synthesize it. The reactants are: [CH3:1][O:2][C:3]1[CH:4]=[C:5]([CH:8]=[CH:9][C:10]=1[O:11][CH3:12])[CH2:6]O.C(Br)(Br)(Br)[Br:14].C1(P(C2C=CC=CC=2)C2C=CC=CC=2)C=CC=CC=1. (3) Given the product [Cl:1][C:2]1[CH:7]=[CH:6][CH:5]=[C:4]([F:8])[C:3]=1[C:9]1[C:13]([C:14]([NH:16][C@@H:17]2[CH2:22][CH2:21][CH2:20][CH2:19][C@H:18]2[CH2:23][CH2:24][C:25]([OH:27])=[O:26])=[O:15])=[C:12]([CH3:29])[O:11][N:10]=1, predict the reactants needed to synthesize it. The reactants are: [Cl:1][C:2]1[CH:7]=[CH:6][CH:5]=[C:4]([F:8])[C:3]=1[C:9]1[C:13]([C:14]([NH:16][CH:17]2[CH2:22][CH2:21][CH2:20][CH2:19][CH:18]2[CH2:23][CH2:24][C:25]([O:27]C)=[O:26])=[O:15])=[C:12]([CH3:29])[O:11][N:10]=1.[Li+].[OH-]. (4) The reactants are: [F:1][C:2]([F:19])([F:18])[C:3]1[CH:4]=[C:5]([CH2:13][C:14]([O:16][CH3:17])=[O:15])[CH:6]=[C:7]([C:9]([F:12])([F:11])[F:10])[CH:8]=1.C=O.[C:22](=O)([O-])[O-].[K+].[K+]. Given the product [F:1][C:2]([F:18])([F:19])[C:3]1[CH:4]=[C:5]([C:13](=[CH2:22])[C:14]([O:16][CH3:17])=[O:15])[CH:6]=[C:7]([C:9]([F:11])([F:12])[F:10])[CH:8]=1, predict the reactants needed to synthesize it. (5) The reactants are: [OH:1][CH:2]1[CH2:6][CH2:5][NH:4][CH2:3]1.C[Si]([N:11]=[C:12]=[O:13])(C)C. Given the product [OH:1][CH:2]1[CH2:6][CH2:5][N:4]([C:12]([NH2:11])=[O:13])[CH2:3]1, predict the reactants needed to synthesize it.